From a dataset of Full USPTO retrosynthesis dataset with 1.9M reactions from patents (1976-2016). Predict the reactants needed to synthesize the given product. (1) Given the product [F:1][C:2]1[CH:10]=[CH:9][C:5]([C:6]([O:8][CH3:25])=[O:7])=[CH:4][C:3]=1[S:11]([N:14]1[CH2:19][CH2:18][O:17][CH2:16][CH2:15]1)(=[O:12])=[O:13], predict the reactants needed to synthesize it. The reactants are: [F:1][C:2]1[CH:10]=[CH:9][C:5]([C:6]([OH:8])=[O:7])=[CH:4][C:3]=1[S:11]([N:14]1[CH2:19][CH2:18][O:17][CH2:16][CH2:15]1)(=[O:13])=[O:12].S(=O)(=O)(O)O.[CH3:25]O. (2) Given the product [CH3:23][O:22][C:17]1[CH:18]=[CH:19][CH:20]=[CH:21][C:16]=1[C:11]1([C:14]#[N:15])[CH2:10][CH2:9][NH:8][CH2:13][CH2:12]1.[ClH:24], predict the reactants needed to synthesize it. The reactants are: C([N:8]1[CH2:13][CH2:12][C:11]([C:16]2[CH:21]=[CH:20][CH:19]=[CH:18][C:17]=2[O:22][CH3:23])([C:14]#[N:15])[CH2:10][CH2:9]1)C1C=CC=CC=1.[Cl:24]C(OC(Cl)=O)C. (3) Given the product [C:4]([C:3]1[CH:6]=[C:7]([O:19][CH3:20])[C:8]([O:10][CH2:11][CH:12]2[CH2:13][CH2:14][N:15]([CH3:18])[CH2:16][CH2:17]2)=[CH:9][C:2]=1[N:1]=[CH:21][N:22]([CH3:24])[CH3:23])#[N:5], predict the reactants needed to synthesize it. The reactants are: [NH2:1][C:2]1[CH:9]=[C:8]([O:10][CH2:11][CH:12]2[CH2:17][CH2:16][N:15]([CH3:18])[CH2:14][CH2:13]2)[C:7]([O:19][CH3:20])=[CH:6][C:3]=1[C:4]#[N:5].[CH3:21][N:22]([CH:24]=O)[CH3:23].C[C:21]([N:22]([CH3:24])[CH3:23])=O. (4) Given the product [Br:36][C:37]1[CH:42]=[CH:41][C:40]([S:43]([N:46]2[CH2:51][CH2:50][CH:49]([CH2:52][O:53][C:54]3[C:62]([CH:63]4[CH2:65][CH2:64]4)=[CH:61][C:57]([C:58]([NH:46][S:43]([CH3:40])(=[O:45])=[O:44])=[O:59])=[C:56]([F:66])[CH:55]=3)[CH2:48][CH2:47]2)(=[O:45])=[O:44])=[CH:39][C:38]=1[Cl:67], predict the reactants needed to synthesize it. The reactants are: ClC1C(F)=C(C=C(C(F)(F)F)C=1)CN1CCC(COC2C(C3CC3)=CC(C(O)=O)=C(F)C=2)(F)CC1.[Br:36][C:37]1[CH:42]=[CH:41][C:40]([S:43]([N:46]2[CH2:51][CH2:50][CH:49]([CH2:52][O:53][C:54]3[C:62]([CH:63]4[CH2:65][CH2:64]4)=[CH:61][C:57]([C:58](O)=[O:59])=[C:56]([F:66])[CH:55]=3)[CH2:48][CH2:47]2)(=[O:45])=[O:44])=[CH:39][C:38]=1[Cl:67]. (5) The reactants are: [CH3:1][O:2][C:3](=[O:12])[C:4]1[CH:9]=[C:8]([Cl:10])[C:7](Cl)=[N:6][CH:5]=1.[CH:13]([NH2:16])([CH3:15])[CH3:14]. Given the product [Cl:10][C:8]1[C:7]([NH:16][CH:13]([CH3:15])[CH3:14])=[N:6][CH:5]=[C:4]([CH:9]=1)[C:3]([O:2][CH3:1])=[O:12], predict the reactants needed to synthesize it. (6) Given the product [C:40]1([C:38]2[CH:39]=[CH:34][N:35]=[C:36]([N:23]3[C:22]4[CH:21]=[C:20]([N:10]5[C:9]6[CH:8]=[C:7]([C:2]7[CH:3]=[CH:4][CH:5]=[CH:6][N:1]=7)[CH:19]=[CH:18][C:17]=6[C:16]6[C:11]5=[CH:12][CH:13]=[CH:14][CH:15]=6)[CH:32]=[CH:31][C:30]=4[C:29]4[C:24]3=[CH:25][CH:26]=[CH:27][CH:28]=4)[CH:37]=2)[CH:41]=[CH:42][CH:43]=[CH:44][CH:45]=1, predict the reactants needed to synthesize it. The reactants are: [N:1]1[CH:6]=[CH:5][CH:4]=[CH:3][C:2]=1[C:7]1[CH:19]=[CH:18][C:17]2[C:16]3[C:11](=[CH:12][CH:13]=[CH:14][CH:15]=3)[N:10]([C:20]3[CH:32]=[CH:31][C:30]4[C:29]5[C:24](=[CH:25][CH:26]=[CH:27][CH:28]=5)[NH:23][C:22]=4[CH:21]=3)[C:9]=2[CH:8]=1.Cl[C:34]1[CH:39]=[C:38]([C:40]2[CH:45]=[CH:44][CH:43]=[CH:42][CH:41]=2)[CH:37]=[CH:36][N:35]=1.CC(P(C(C)(C)C)C1C(C2C=CC=CC=2)=CC=CC=1)(C)C.CC([O-])(C)C.[Na+].